This data is from Forward reaction prediction with 1.9M reactions from USPTO patents (1976-2016). The task is: Predict the product of the given reaction. (1) Given the reactants C(N(C(C)C)CC)(C)C.Cl[C:11]([O:13][CH2:14][CH3:15])=[O:12].[NH2:16][CH:17]([CH2:31][C:32]1([F:37])[CH2:36][CH2:35][CH2:34][CH2:33]1)[C:18]([NH:20][C:21]1([CH:26]([C:28](=[O:30])[NH2:29])[OH:27])[CH2:24][CH:23]([F:25])[CH2:22]1)=[O:19].C([O-])(O)=O.[Na+], predict the reaction product. The product is: [CH2:14]([O:13][C:11](=[O:12])[NH:16][CH:17]([C:18](=[O:19])[NH:20][C:21]1([CH:26]([C:28](=[O:30])[NH2:29])[OH:27])[CH2:22][CH:23]([F:25])[CH2:24]1)[CH2:31][C:32]1([F:37])[CH2:36][CH2:35][CH2:34][CH2:33]1)[CH3:15]. (2) Given the reactants [O:1]1[C:9]2[CH:8]([OH:10])[CH2:7][NH:6][CH2:5][C:4]=2[CH:3]=[CH:2]1.[C:11]([C:13]1[C:22]2[C:17](=[CH:18][CH:19]=[CH:20][CH:21]=2)[C:16](F)=[CH:15][CH:14]=1)#[N:12], predict the reaction product. The product is: [C:11]([C:13]1[C:22]2[C:17](=[CH:18][CH:19]=[CH:20][CH:21]=2)[C:16]([O:10][CH:8]2[CH2:7][NH:6][CH2:5][C:4]3[CH:3]=[CH:2][O:1][C:9]2=3)=[CH:15][CH:14]=1)#[N:12]. (3) Given the reactants F[C:2]1[CH:7]=[CH:6][C:5]([N+:8]([O-:10])=[O:9])=[CH:4][CH:3]=1.C([O-])([O-])=O.[K+].[K+].[CH3:17][N:18]1[CH2:23][CH2:22][NH:21][CH2:20][CH2:19]1, predict the reaction product. The product is: [CH3:17][N:18]1[CH2:23][CH2:22][N:21]([C:2]2[CH:7]=[CH:6][C:5]([N+:8]([O-:10])=[O:9])=[CH:4][CH:3]=2)[CH2:20][CH2:19]1. (4) Given the reactants [Cl-].[C:2]([IH+:6]([C:13]([CH3:16])([CH3:15])[CH3:14])[C:7]1[CH:12]=[CH:11][CH:10]=[CH:9][CH:8]=1)([CH3:5])([CH3:4])[CH3:3].[P:17]([O:25]CC)([O:22][CH2:23][CH3:24])([O:19][CH2:20][CH3:21])=[O:18], predict the reaction product. The product is: [CH2:20]([O:19][P:17]([O-:25])([O:22][CH2:23][CH3:24])=[O:18])[CH3:21].[C:13]([IH+:6]([C:2]([CH3:5])([CH3:4])[CH3:3])[C:7]1[CH:12]=[CH:11][CH:10]=[CH:9][CH:8]=1)([CH3:16])([CH3:15])[CH3:14]. (5) Given the reactants [C:1](=O)([O-])[O-].[Cs+].[Cs+].[O:7]([C:14]1[C:15]([OH:24])=[N:16][CH:17]=[C:18]([C:20]([F:23])([F:22])[F:21])[CH:19]=1)[C:8]1[CH:13]=[CH:12][CH:11]=[CH:10][CH:9]=1.[CH3:25][O:26][C:27](=[O:46])[CH2:28][CH2:29][C:30]1[CH:35]=[CH:34][C:33]([O:36][CH2:37][CH2:38][C@@H:39](OS(C)(=O)=O)[CH3:40])=[CH:32][CH:31]=1, predict the reaction product. The product is: [CH3:25][O:26][C:27](=[O:46])[CH2:28][CH2:29][C:30]1[CH:35]=[CH:34][C:33]([O:36][CH2:37][CH2:38][C@@H:39]([O:24][C:15]2[C:14]([O:7][C:8]3[CH:9]=[CH:10][CH:11]=[CH:12][CH:13]=3)=[CH:19][C:18]([C:20]([F:23])([F:21])[F:22])=[CH:17][N:16]=2)[CH3:40])=[CH:32][C:31]=1[CH3:1].